This data is from Forward reaction prediction with 1.9M reactions from USPTO patents (1976-2016). The task is: Predict the product of the given reaction. (1) Given the reactants [N+](C1C=CC(C[O:9][C:10]([C:12]2[N:13]3[C@H:16]([S:17][CH:18]=2)[C:15]([CH:20](OC(=O)C)[C:21]2[N:22]=[C:23]4[C:31]5[C:26](=[CH:27][CH:28]=[CH:29][CH:30]=5)[CH2:25][N:24]4[CH:32]=2)(Br)[C:14]3=[O:37])=[O:11])=CC=1)([O-])=O.P([O-])([O-])([O-])=O.[OH-].[Na+:46].C(OCC)(=O)C, predict the reaction product. The product is: [Na+:46].[N:22]1[C:21](/[CH:20]=[C:15]2\[CH:16]3[N:13]([C:14]\2=[O:37])[C:12]([C:10]([O-:11])=[O:9])=[CH:18][S:17]3)=[CH:32][N:24]2[CH2:25][C:26]3[C:31](=[CH:30][CH:29]=[CH:28][CH:27]=3)[C:23]=12. (2) Given the reactants C(OC([NH:8][C:9]1[CH:14]=[C:13]([C:15]2[C:16]([C:33]3[CH:38]=[CH:37][C:36]([F:39])=[CH:35][CH:34]=3)=[N:17][N:18]([C:20]3[CH:21]=[CH:22][C:23]4[N:24]([C:26]([C:29]([F:32])([F:31])[F:30])=[N:27][N:28]=4)[N:25]=3)[CH:19]=2)[CH:12]=[CH:11][N:10]=1)=O)(C)(C)C.C(OC(NC1C=C(C2C(C3C=CC=CC=3)=NN(C3C=CC4N(C=NN=4)N=3)C=2)C=CN=1)=O)(C)(C)C, predict the reaction product. The product is: [NH2:8][C:9]1[CH:14]=[C:13]([C:15]2[C:16]([C:33]3[CH:38]=[CH:37][C:36]([F:39])=[CH:35][CH:34]=3)=[N:17][N:18]([C:20]3[CH:21]=[CH:22][C:23]4[N:24]([C:26]([C:29]([F:31])([F:30])[F:32])=[N:27][N:28]=4)[N:25]=3)[CH:19]=2)[CH:12]=[CH:11][N:10]=1. (3) Given the reactants [CH2:1]([OH:3])[CH3:2].[Bi](Br)(Br)Br.O[CH:9]([C:11]1[CH:20]=[CH:19][C:14]([C:15]([O:17][CH3:18])=[O:16])=[CH:13][CH:12]=1)[CH3:10], predict the reaction product. The product is: [CH2:1]([O:3][CH:9]([C:11]1[CH:20]=[CH:19][C:14]([C:15]([O:17][CH3:18])=[O:16])=[CH:13][CH:12]=1)[CH3:10])[CH3:2]. (4) The product is: [ClH:24].[NH2:15][C@:10]1([C:8]([NH:7][S:4]([CH:1]2[CH2:3][CH2:2]2)(=[O:6])=[O:5])=[O:9])[CH2:12][C@H:11]1[CH2:13][CH3:14]. Given the reactants [CH:1]1([S:4]([NH:7][C:8]([C@@:10]2([NH:15]C(=O)OC(C)(C)C)[CH2:12][C@H:11]2[CH2:13][CH3:14])=[O:9])(=[O:6])=[O:5])[CH2:3][CH2:2]1.C(Cl)[Cl:24], predict the reaction product. (5) Given the reactants [Cl:1][C:2]1[C:10]([N+:11]([O-:13])=[O:12])=[CH:9][C:8]([C:14]([F:17])([F:16])[F:15])=[CH:7][C:3]=1[C:4](Cl)=[O:5].[CH2:18]([OH:20])[CH3:19], predict the reaction product. The product is: [Cl:1][C:2]1[C:10]([N+:11]([O-:13])=[O:12])=[CH:9][C:8]([C:14]([F:17])([F:16])[F:15])=[CH:7][C:3]=1[C:4]([O:20][CH2:18][CH3:19])=[O:5]. (6) Given the reactants [C:1]([O:5][C:6](=[O:16])[NH:7][C:8]1[CH:13]=[CH:12][C:11]([CH2:14][OH:15])=[CH:10][CH:9]=1)([CH3:4])([CH3:3])[CH3:2].O[C:18]1[CH:23]=[CH:22][CH:21]=[CH:20][N:19]=1.C1(P(C2C=CC=CC=2)C2C=CC=CC=2)C=CC=CC=1.N(C(OC(C)C)=O)=NC(OC(C)C)=O, predict the reaction product. The product is: [C:1]([O:5][C:6](=[O:16])[NH:7][C:8]1[CH:9]=[CH:10][C:11]([CH2:14][O:15][C:18]2[CH:23]=[CH:22][CH:21]=[CH:20][N:19]=2)=[CH:12][CH:13]=1)([CH3:4])([CH3:2])[CH3:3].